Dataset: Forward reaction prediction with 1.9M reactions from USPTO patents (1976-2016). Task: Predict the product of the given reaction. (1) Given the reactants [Br:1][C:2]1[CH:3]=[CH:4][C:5]([C:9]([OH:11])=[O:10])=[N:6][C:7]=1Cl.CC(C)([O-])C.[K+].CN(C=O)C.[F:23][C:24]([F:31])([C:27]([F:30])([F:29])[F:28])[CH2:25][OH:26], predict the reaction product. The product is: [Br:1][C:2]1[CH:3]=[CH:4][C:5]([C:9]([OH:11])=[O:10])=[N:6][C:7]=1[O:26][CH2:25][C:24]([F:31])([F:23])[C:27]([F:30])([F:29])[F:28]. (2) Given the reactants [CH2:1]([NH:6][C:7]([NH:9][C:10](=[N:17][C:18]1[CH:23]=[CH:22][CH:21]=[CH:20][CH:19]=1)[C:11]1[CH:16]=[CH:15][CH:14]=[CH:13][CH:12]=1)=[S:8])[CH2:2][CH2:3][CH2:4][CH3:5].[Br:24]Br, predict the reaction product. The product is: [BrH:24].[CH2:1]([N:6]=[C:7]1[S:8][N:17]([C:18]2[CH:19]=[CH:20][CH:21]=[CH:22][CH:23]=2)[C:10]([C:11]2[CH:12]=[CH:13][CH:14]=[CH:15][CH:16]=2)=[N:9]1)[CH2:2][CH2:3][CH2:4][CH3:5]. (3) Given the reactants [Cl:1][C:2]1[CH:3]=[CH:4][C:5]([N:38]2[CH:42]=[N:41][N:40]=[N:39]2)=[C:6](/[CH:8]=[CH:9]/[C:10]([N:12]2[CH2:21][CH2:20][C:19]3[C:14](=[CH:15][CH:16]=[CH:17][CH:18]=3)[C@H:13]2[C:22]([NH:24][C:25]2[CH:37]=[CH:36][C:28]([C:29]([O:31]C(C)(C)C)=[O:30])=[CH:27][CH:26]=2)=[O:23])=[O:11])[CH:7]=1.CCN(C(C)C)C(C)C.C(P1(=O)OP(CCC)(=O)OP(CCC)(=O)O1)CC, predict the reaction product. The product is: [Cl:1][C:2]1[CH:3]=[CH:4][C:5]([N:38]2[CH:42]=[N:41][N:40]=[N:39]2)=[C:6](/[CH:8]=[CH:9]/[C:10]([N:12]2[CH2:21][CH2:20][C:19]3[C:14](=[CH:15][CH:16]=[CH:17][CH:18]=3)[C@H:13]2[C:22]([NH:24][C:25]2[CH:26]=[CH:27][C:28]([C:29]([OH:31])=[O:30])=[CH:36][CH:37]=2)=[O:23])=[O:11])[CH:7]=1. (4) Given the reactants [C:1]([C:3]1[N:4]=[CH:5][N:6]2[C:15]=1[C@@H:14]([CH2:16][CH3:17])[N:13]([CH:18]([CH3:20])[CH3:19])[C:12]1[N:11]=[C:10]([NH:21][C:22]3[C:30]([O:31][CH3:32])=[CH:29][C:25]([C:26](O)=[O:27])=[C:24]([F:33])[CH:23]=3)[N:9]=[CH:8][C:7]2=1)#[N:2].Cl.[CH:35]1([CH2:38][N:39]2[CH2:44][CH2:43][CH:42]([N:45]3[CH2:50][CH2:49][CH:48]([NH2:51])[CH2:47][CH2:46]3)[CH2:41][CH2:40]2)[CH2:37][CH2:36]1, predict the reaction product. The product is: [C:1]([C:3]1[N:4]=[CH:5][N:6]2[C:15]=1[C@@H:14]([CH2:16][CH3:17])[N:13]([CH:18]([CH3:20])[CH3:19])[C:12]1[N:11]=[C:10]([NH:21][C:22]3[C:30]([O:31][CH3:32])=[CH:29][C:25]([C:26]([NH:51][CH:48]4[CH2:47][CH2:46][N:45]([CH:42]5[CH2:43][CH2:44][N:39]([CH2:38][CH:35]6[CH2:36][CH2:37]6)[CH2:40][CH2:41]5)[CH2:50][CH2:49]4)=[O:27])=[C:24]([F:33])[CH:23]=3)[N:9]=[CH:8][C:7]2=1)#[N:2]. (5) The product is: [NH2:1][C:2]1[C:11]2[N:10]=[CH:9][C:8]([CH2:12][CH2:13][C:14]3[CH:19]=[CH:18][C:17]([C:20](=[N:29][OH:30])[CH3:21])=[CH:16][CH:15]=3)=[CH:7][C:6]=2[C:5]2[CH:23]=[CH:24][C:25]([CH3:27])=[CH:26][C:4]=2[N:3]=1. Given the reactants [NH2:1][C:2]1[C:11]2[N:10]=[CH:9][C:8]([CH2:12][CH2:13][C:14]3[CH:19]=[CH:18][C:17]([C:20](=O)[CH3:21])=[CH:16][CH:15]=3)=[CH:7][C:6]=2[C:5]2[CH:23]=[CH:24][C:25]([CH3:27])=[CH:26][C:4]=2[N:3]=1.Cl.[NH2:29][OH:30], predict the reaction product. (6) Given the reactants [C:1]([C:3]1[CH:8]=[CH:7][C:6]([N:9]([CH2:26][C:27]2[N:28]([CH3:32])[CH:29]=[N:30][CH:31]=2)[CH2:10][CH2:11][N:12]([CH2:22][C:23](C)=[CH2:24])[S:13]([C:16]2[N:17]=[CH:18][N:19]([CH3:21])[CH:20]=2)(=[O:15])=[O:14])=[CH:5][CH:4]=1)#[N:2].CN1C=CN=C1, predict the reaction product. The product is: [CH2:22]([N:12]([CH2:11][CH2:10][N:9]([C:6]1[CH:5]=[CH:4][C:3]([C:1]#[N:2])=[CH:8][CH:7]=1)[CH2:26][C:27]1[N:28]([CH3:32])[CH:29]=[N:30][CH:31]=1)[S:13]([C:16]1[N:17]=[CH:18][N:19]([CH3:21])[CH:20]=1)(=[O:14])=[O:15])[CH:23]=[CH2:24]. (7) The product is: [ClH:36].[ClH:36].[F:29][C:26]([F:27])([F:28])[C:23]1[CH:24]=[CH:25][C:20]([N:17]2[CH:18]=[CH:19][C:15]([CH2:14][N:11]3[CH2:12][CH2:13][CH:8]([NH2:7])[CH2:9][CH2:10]3)=[CH:16]2)=[CH:21][CH:22]=1. Given the reactants C(OC(=O)[NH:7][CH:8]1[CH2:13][CH2:12][N:11]([CH2:14][C:15]2[CH:19]=[CH:18][N:17]([C:20]3[CH:25]=[CH:24][C:23]([C:26]([F:29])([F:28])[F:27])=[CH:22][CH:21]=3)[CH:16]=2)[CH2:10][CH2:9]1)(C)(C)C.C(OCC)C.[ClH:36], predict the reaction product. (8) Given the reactants Br[C:2]1[CH:6]=[C:5]([S:7]([CH2:10][CH3:11])(=[O:9])=[O:8])[S:4][C:3]=1[O:12][CH2:13][CH3:14].[CH3:15][N:16]1[CH:25]=[C:24](B2OC(C)(C)C(C)(C)O2)[C:23]2[C:18](=[CH:19][CH:20]=[CH:21][CH:22]=2)[C:17]1=[O:35].[O-]P([O-])([O-])=O.[K+].[K+].[K+], predict the reaction product. The product is: [CH2:13]([O:12][C:3]1[S:4][C:5]([S:7]([CH2:10][CH3:11])(=[O:9])=[O:8])=[CH:6][C:2]=1[C:24]1[C:23]2[C:18](=[CH:19][CH:20]=[CH:21][CH:22]=2)[C:17](=[O:35])[N:16]([CH3:15])[CH:25]=1)[CH3:14].